Dataset: Forward reaction prediction with 1.9M reactions from USPTO patents (1976-2016). Task: Predict the product of the given reaction. (1) Given the reactants [CH3:1][O:2][CH2:3][CH2:4][NH:5][C:6]1[C:7]([C:12]([O:14][CH3:15])=[O:13])=[N:8][CH:9]=[CH:10][N:11]=1.C1C(=O)N([Br:23])C(=O)C1, predict the reaction product. The product is: [Br:23][C:9]1[N:8]=[C:7]([C:12]([O:14][CH3:15])=[O:13])[C:6]([NH:5][CH2:4][CH2:3][O:2][CH3:1])=[N:11][CH:10]=1. (2) Given the reactants [CH3:1][C:2]1([CH:9]2[CH2:13][CH2:12][CH2:11][CH:10]2[CH3:14])[NH:6][C:5](=[O:7])[NH:4][C:3]1=[O:8].Br[CH2:16][C:17]([C:19]1[CH:24]=[CH:23][CH:22]=[CH:21][CH:20]=1)=[O:18], predict the reaction product. The product is: [CH3:1][C:2]1([CH:9]2[CH2:13][CH2:12][CH2:11][CH:10]2[CH3:14])[NH:6][C:5](=[O:7])[N:4]([CH2:16][C:17](=[O:18])[C:19]2[CH:24]=[CH:23][CH:22]=[CH:21][CH:20]=2)[C:3]1=[O:8]. (3) Given the reactants C[O:2][C:3](=[O:38])[CH2:4][CH2:5][C:6]1[CH:11]=[CH:10][C:9]([S:12][CH2:13][C:14]2[S:18][C:17]([C:19]3[CH:24]=[CH:23][C:22]([C:25]([F:28])([F:27])[F:26])=[CH:21][CH:20]=3)=[N:16][C:15]=2[CH2:29][O:30][C:31]2[CH:36]=[CH:35][CH:34]=[CH:33][CH:32]=2)=[CH:8][C:7]=1[CH3:37].[OH-].[Na+].Cl, predict the reaction product. The product is: [CH3:37][C:7]1[CH:8]=[C:9]([S:12][CH2:13][C:14]2[S:18][C:17]([C:19]3[CH:20]=[CH:21][C:22]([C:25]([F:28])([F:26])[F:27])=[CH:23][CH:24]=3)=[N:16][C:15]=2[CH2:29][O:30][C:31]2[CH:36]=[CH:35][CH:34]=[CH:33][CH:32]=2)[CH:10]=[CH:11][C:6]=1[CH2:5][CH2:4][C:3]([OH:38])=[O:2]. (4) Given the reactants Cl[C:2]1[N:7]=[CH:6][C:5]([S:8]([N:11]2[CH2:20][CH2:19][C:18]3[C@:13]([CH2:31][O:32][CH3:33])([CH2:14][C:15]4[CH:23]=[N:22][N:21]([C:24]5[CH:29]=[CH:28][C:27]([F:30])=[CH:26][CH:25]=5)[C:16]=4[CH:17]=3)[CH2:12]2)(=[O:10])=[O:9])=[CH:4][CH:3]=1.[NH:34]1[CH2:38][CH2:37][CH2:36][CH2:35]1, predict the reaction product. The product is: [F:30][C:27]1[CH:28]=[CH:29][C:24]([N:21]2[C:16]3[CH:17]=[C:18]4[C@:13]([CH2:31][O:32][CH3:33])([CH2:14][C:15]=3[CH:23]=[N:22]2)[CH2:12][N:11]([S:8]([C:5]2[CH:6]=[N:7][C:2]([N:34]3[CH2:38][CH2:37][CH2:36][CH2:35]3)=[CH:3][CH:4]=2)(=[O:10])=[O:9])[CH2:20][CH2:19]4)=[CH:25][CH:26]=1. (5) Given the reactants [F:1][C:2]([F:21])([F:20])[C:3]1[CH:4]=[C:5]([C:9]2[N:14]=[C:13]3[C:15](=O)[CH2:16][CH2:17][O:18][C:12]3=[CH:11][CH:10]=2)[CH:6]=[CH:7][CH:8]=1.Cl.[NH2:23][OH:24].C([O-])(O)=O.[Na+], predict the reaction product. The product is: [F:1][C:2]([F:21])([F:20])[C:3]1[CH:4]=[C:5]([C:9]2[N:14]=[C:13]3[C:15](=[N:23][OH:24])[CH2:16][CH2:17][O:18][C:12]3=[CH:11][CH:10]=2)[CH:6]=[CH:7][CH:8]=1.